Dataset: HIV replication inhibition screening data with 41,000+ compounds from the AIDS Antiviral Screen. Task: Binary Classification. Given a drug SMILES string, predict its activity (active/inactive) in a high-throughput screening assay against a specified biological target. (1) The molecule is CC=C(CCC1NCCc2c1[nH]c1ccccc21)[Si](C)(C)C. The result is 0 (inactive). (2) The molecule is CN(C)CC1CCCCCCCCCC(CN(C)C)C1=O.Cl. The result is 0 (inactive). (3) The molecule is CC1OC(OC2C3C=COC(OC4OC(CO)C(O)C(O)C4O)C3C3(COC(=O)C=Cc4ccc(O)cc4)OC23)C(O)C(O)C1O. The result is 0 (inactive). (4) The compound is COc1ccc(C2SC(=N)Nc3c2c(C)nn3C(=O)c2ccncc2)cc1. The result is 0 (inactive). (5) The compound is CC(C)(C)[Si](C)(C)OCC1OC(n2ccc(=O)[nH]c2=O)C(CCN(O)CC2OC(n3ccc(=O)[nH]c3=O)C(O[Si](C)(C)C(C)(C)C)C2O[Si](C)(C)C(C)(C)C)C1O[Si](C)(C)C(C)(C)C. The result is 0 (inactive). (6) The molecule is COc1cc(C(O)CCBr)c(OC)cc1C. The result is 0 (inactive).